The task is: Predict which catalyst facilitates the given reaction.. This data is from Catalyst prediction with 721,799 reactions and 888 catalyst types from USPTO. (1) Reactant: [Br:1][C:2]1[CH:3]=[CH:4][C:5]([C:8]([OH:10])=O)=[N:6][CH:7]=1.Cl.[CH3:12][NH:13][CH3:14].CCN=C=NCCCN(C)C.C1C=CC2N(O)N=NC=2C=1.C(N(CC)CC)C. Product: [Br:1][C:2]1[CH:3]=[CH:4][C:5]([C:8]([N:13]([CH3:14])[CH3:12])=[O:10])=[N:6][CH:7]=1. The catalyst class is: 3. (2) Reactant: Br[C:2]1[C:3]([N:18]2[C:23]([CH3:25])([CH3:24])[CH2:22][CH2:21][CH2:20][C:19]2([CH3:27])[CH3:26])=[N:4][C:5]([N:8]2[C:13]([CH3:15])([CH3:14])[CH2:12][CH2:11][CH2:10][C:9]2([CH3:17])[CH3:16])=[CH:6][CH:7]=1.C([Sn](CCCC)(CCCC)[C:33]1[CH:38]=[CH:37][CH:36]=[CH:35][N:34]=1)CCC.[F-].[Cs+]. Product: [CH3:27][C:19]1([CH3:26])[CH2:20][CH2:21][CH2:22][C:23]([CH3:25])([CH3:24])[N:18]1[C:3]1[C:2]([C:33]2[CH:38]=[CH:37][CH:36]=[CH:35][N:34]=2)=[CH:7][CH:6]=[C:5]([N:8]2[C:9]([CH3:16])([CH3:17])[CH2:10][CH2:11][CH2:12][C:13]2([CH3:15])[CH3:14])[N:4]=1. The catalyst class is: 109. (3) Reactant: [Cl:1][C:2]1[CH:7]=[CH:6][C:5]([C:8]2[C:9]([CH:14]=[N:15][S:16]([C:18]([CH3:21])([CH3:20])[CH3:19])=[O:17])=[N:10][CH:11]=[CH:12][N:13]=2)=[CH:4][CH:3]=1.[F:22][C:23]1[CH:24]=[C:25]([CH:29]=[C:30]([F:32])[CH:31]=1)[CH2:26][Mg]Br.C(OCC)(=O)C.[NH4+].[Cl-]. Product: [Cl:1][C:2]1[CH:7]=[CH:6][C:5]([C:8]2[C:9]([CH:14]([NH:15][S:16]([C:18]([CH3:21])([CH3:20])[CH3:19])=[O:17])[CH2:26][C:25]3[CH:24]=[C:23]([F:22])[CH:31]=[C:30]([F:32])[CH:29]=3)=[N:10][CH:11]=[CH:12][N:13]=2)=[CH:4][CH:3]=1. The catalyst class is: 2. (4) Reactant: C[O:2][C:3](=[O:41])[C:4]1[CH:9]=[CH:8][CH:7]=[CH:6][C:5]=1[NH:10][C:11]([N:13]1[CH2:17][C@@H:16]([CH2:18][C:19]([CH3:22])([CH3:21])[CH3:20])[C@@:15]([C:25]2[CH:30]=[CH:29][C:28]([Cl:31])=[CH:27][C:26]=2[F:32])([C:23]#[N:24])[C@H:14]1[C:33]1[CH:38]=[CH:37][CH:36]=[C:35]([Cl:39])[C:34]=1[F:40])=[O:12].[Li+].[OH-]. Product: [Cl:39][C:35]1[C:34]([F:40])=[C:33]([C@@H:14]2[C@:15]([C:25]3[CH:30]=[CH:29][C:28]([Cl:31])=[CH:27][C:26]=3[F:32])([C:23]#[N:24])[C@H:16]([CH2:18][C:19]([CH3:22])([CH3:21])[CH3:20])[CH2:17][N:13]2[C:11]([NH:10][C:5]2[CH:6]=[CH:7][CH:8]=[CH:9][C:4]=2[C:3]([OH:41])=[O:2])=[O:12])[CH:38]=[CH:37][CH:36]=1. The catalyst class is: 20. (5) Reactant: [O:1]([C:8]1[CH:9]=[C:10]([CH:12]=[CH:13][CH:14]=1)[NH2:11])[C:2]1[CH:7]=[CH:6][CH:5]=[CH:4][CH:3]=1.[OH:15][C:16]1[CH:17]=[C:18]([CH:21]=[CH:22][CH:23]=1)[CH:19]=O.C(O)(=O)C.[BH-](OC(C)=O)(OC(C)=O)OC(C)=O.[Na+].Cl.[OH-].[Na+]. Product: [O:1]([C:8]1[CH:9]=[C:10]([NH:11][CH2:19][C:18]2[CH:21]=[CH:22][CH:23]=[C:16]([OH:15])[CH:17]=2)[CH:12]=[CH:13][CH:14]=1)[C:2]1[CH:3]=[CH:4][CH:5]=[CH:6][CH:7]=1. The catalyst class is: 26. (6) Reactant: [F:1][C:2]1[CH:24]=[CH:23][C:5]([CH2:6][N:7]([CH2:18][C:19]([O:21]C)=[O:20])[S:8]([C:11]2[CH:16]=[CH:15][C:14]([CH3:17])=[CH:13][CH:12]=2)(=[O:10])=[O:9])=[CH:4][C:3]=1[O:25][CH3:26].[Li+].[OH-]. Product: [F:1][C:2]1[CH:24]=[CH:23][C:5]([CH2:6][N:7]([CH2:18][C:19]([OH:21])=[O:20])[S:8]([C:11]2[CH:12]=[CH:13][C:14]([CH3:17])=[CH:15][CH:16]=2)(=[O:10])=[O:9])=[CH:4][C:3]=1[O:25][CH3:26]. The catalyst class is: 731. (7) Reactant: C(Cl)(=O)C(Cl)=O.CS(C)=O.[N+:11]([C:14]1[C:15]([CH3:29])=[C:16]2[C:21](=[C:22]([CH3:25])[C:23]=1[CH3:24])[O:20][C:19]([CH2:27][OH:28])([CH3:26])[CH2:18][CH2:17]2)([O-:13])=[O:12].C(N(CC)CC)C. Product: [N+:11]([C:14]1[C:15]([CH3:29])=[C:16]2[C:21](=[C:22]([CH3:25])[C:23]=1[CH3:24])[O:20][C:19]([CH:27]=[O:28])([CH3:26])[CH2:18][CH2:17]2)([O-:13])=[O:12]. The catalyst class is: 34. (8) Reactant: [N:1]1[C:9]([N:10]2[CH2:15][CH2:14][CH:13]([CH:16]=O)[CH2:12][CH2:11]2)=[C:8]2[C:4]([NH:5][CH:6]=[N:7]2)=[N:3][CH:2]=1.[C:18]([CH2:20][C:21]([NH2:23])=[O:22])#[N:19].C1C=CC(P(C2C=CC=CC=2)C2C=CC=CC=2)=CC=1. Product: [N:1]1[C:9]([N:10]2[CH2:11][CH2:12][CH:13]([CH:16]=[C:20]([C:18]#[N:19])[C:21]([NH2:23])=[O:22])[CH2:14][CH2:15]2)=[C:8]2[C:4]([NH:5][CH:6]=[N:7]2)=[N:3][CH:2]=1. The catalyst class is: 1. (9) Reactant: CCN(C(C)C)C(C)C.[C:10]1([N:16]2[CH:20]=[C:19]([C:21]([NH:23][CH2:24][C:25]([OH:27])=O)=[O:22])[N:18]=[CH:17]2)[CH:15]=[CH:14][CH:13]=[CH:12][CH:11]=1.C1(N2C=C(C(O)=O)N=C2)C=CC=CC=1.C1C=CC2N(O)N=NC=2C=1.CCN=C=NCCCN(C)C.Cl.[CH3:64][C:65]1[CH:72]=[CH:71][C:68]([C:69]#[N:70])=[CH:67][C:66]=1[O:73][CH:74]1[CH2:79][CH2:78][NH:77][CH2:76][CH2:75]1.Cl.ClC1C=CC=CC=1OC1CCNCC1. Product: [C:69]([C:68]1[CH:71]=[CH:72][C:65]([CH3:64])=[C:66]([CH:67]=1)[O:73][CH:74]1[CH2:75][CH2:76][N:77]([C:25](=[O:27])[CH2:24][NH:23][C:21]([C:19]2[N:18]=[CH:17][N:16]([C:10]3[CH:11]=[CH:12][CH:13]=[CH:14][CH:15]=3)[CH:20]=2)=[O:22])[CH2:78][CH2:79]1)#[N:70]. The catalyst class is: 18.